Dataset: Catalyst prediction with 721,799 reactions and 888 catalyst types from USPTO. Task: Predict which catalyst facilitates the given reaction. (1) Reactant: C(OC(N1[CH2:11][CH:10]([C:12]2[CH:49]=[CH:48][C:15]([CH:16](CNCCCOCC(OC(C)(C)C)=O)[N:17]3[C:25]([O:26]C)=[N:24][C:23]4[C:18]3=[N:19][C:20]([O:29][CH2:30][CH2:31]OC)=[N:21][C:22]=4[NH2:28])=[CH:14][CH:13]=2)C1)=O)(C)(C)C.Cl.[O:51]1[CH2:56][CH2:55][O:54][CH2:53][CH2:52]1.[CH2:57]=[O:58].[C:59]([BH3-])#[N:60].[Na+].O.[C:64](=[O:67])(O)[O-].[Na+]. Product: [CH3:57][O:58][C:56]([CH2:55][O:54][CH2:53][CH2:52][CH2:11][CH:10]([NH:24][CH:23]1[CH2:18][N:60]([CH3:59])[CH2:22]1)[C:12]1[CH:49]=[CH:48][C:15]([CH2:16][N:17]2[C:25](=[O:26])[NH:24][C:23]3[C:18]2=[N:19][C:20]([O:29][CH2:30][CH2:31][O:67][CH3:64])=[N:21][C:22]=3[NH2:28])=[CH:14][CH:13]=1)=[O:51]. The catalyst class is: 5. (2) Reactant: [CH3:1][O:2][C:3]1[CH:15]=[CH:14][C:13]([N+:16]([O-])=O)=[CH:12][C:4]=1[CH2:5][N:6]1[CH2:11][CH2:10][O:9][CH2:8][CH2:7]1.C(O)C.O.NN. Product: [CH3:1][O:2][C:3]1[CH:15]=[CH:14][C:13]([NH2:16])=[CH:12][C:4]=1[CH2:5][N:6]1[CH2:11][CH2:10][O:9][CH2:8][CH2:7]1. The catalyst class is: 446.